Dataset: Reaction yield outcomes from USPTO patents with 853,638 reactions. Task: Predict the reaction yield, written as a fraction of the theoretical maximum amount of product (1.0 means a 100% yield; for example, 0.34 means a 34% yield). (1) The reactants are [CH3:1][S:2]([N:5]([CH3:29])[C:6]1[CH:11]=[CH:10][CH:9]=[CH:8][C:7]=1[C:12]1[N:20]2[C:15]([CH:16]=[N:17][C:18](OS(C(F)(F)F)(=O)=O)=[N:19]2)=[CH:14][CH:13]=1)(=[O:4])=[O:3].C(N(CC)C(C)C)(C)C.[CH3:39][O:40][C:41]1[CH:46]=[C:45]([CH2:47][N:48]2[CH2:53][CH2:52][N:51]([CH3:54])[CH2:50][CH2:49]2)[CH:44]=[CH:43][C:42]=1[NH2:55].COCC(O)C. No catalyst specified. The product is [CH3:39][O:40][C:41]1[CH:46]=[C:45]([CH2:47][N:48]2[CH2:53][CH2:52][N:51]([CH3:54])[CH2:50][CH2:49]2)[CH:44]=[CH:43][C:42]=1[NH:55][C:18]1[N:17]=[CH:16][C:15]2=[CH:14][CH:13]=[C:12]([C:7]3[CH:8]=[CH:9][CH:10]=[CH:11][C:6]=3[N:5]([CH3:29])[S:2]([CH3:1])(=[O:4])=[O:3])[N:20]2[N:19]=1. The yield is 0.300. (2) The reactants are Br[C:2]1[C:3]([CH3:21])=[CH:4][C:5]([C:8]2[C:13]3[O:14][C:15]4[CH:20]=[CH:19][CH:18]=[CH:17][C:16]=4[C:12]=3[CH:11]=[CH:10][CH:9]=2)=[N:6][CH:7]=1.[CH2:22](B(O)O)[CH:23]([CH3:25])[CH3:24].O.P([O-])([O-])([O-])=O.[K+].[K+].[K+]. The catalyst is O.C1(C)C=CC=CC=1.C1C=CC(/C=C/C(/C=C/C2C=CC=CC=2)=O)=CC=1.C1C=CC(/C=C/C(/C=C/C2C=CC=CC=2)=O)=CC=1.C1C=CC(/C=C/C(/C=C/C2C=CC=CC=2)=O)=CC=1.[Pd].[Pd].C1(P(C2CCCCC2)C2C=CC=CC=2C2C(OC)=CC=CC=2OC)CCCCC1. The product is [CH:11]1[C:12]2[C:16]3[CH:17]=[CH:18][CH:19]=[CH:20][C:15]=3[O:14][C:13]=2[C:8]([C:5]2[CH:4]=[C:3]([CH3:21])[C:2]([CH2:22][CH:23]([CH3:25])[CH3:24])=[CH:7][N:6]=2)=[CH:9][CH:10]=1. The yield is 0.740. (3) The reactants are Cl[CH2:2][C:3]([NH:5][C:6]1[N:7]=[C:8]2[CH:13]=[CH:12][C:11]([O:14][C:15]3[CH:16]=[C:17]([NH:21][C:22](=[O:34])[C:23]4[CH:28]=[CH:27][CH:26]=[C:25]([C:29]5([C:32]#[N:33])[CH2:31][CH2:30]5)[CH:24]=4)[CH:18]=[CH:19][CH:20]=3)=[N:10][N:9]2[CH:35]=1)=[O:4].[NH:36]1[CH2:41][CH2:40][O:39][CH2:38][CH2:37]1. The catalyst is C(#N)C. The product is [C:32]([C:29]1([C:25]2[CH:24]=[C:23]([CH:28]=[CH:27][CH:26]=2)[C:22]([NH:21][C:17]2[CH:18]=[CH:19][CH:20]=[C:15]([O:14][C:11]3[CH:12]=[CH:13][C:8]4[N:9]([CH:35]=[C:6]([NH:5][C:3](=[O:4])[CH2:2][N:36]5[CH2:41][CH2:40][O:39][CH2:38][CH2:37]5)[N:7]=4)[N:10]=3)[CH:16]=2)=[O:34])[CH2:31][CH2:30]1)#[N:33]. The yield is 0.790. (4) The reactants are Br[C:2]1[CH:30]=[CH:29][C:5]2[N:6]([CH2:21][O:22][CH2:23][CH2:24][Si:25]([CH3:28])([CH3:27])[CH3:26])[C:7]([C@@H:9]3[CH2:13][CH2:12][CH2:11][N:10]3[C:14]([O:16][C:17]([CH3:20])([CH3:19])[CH3:18])=[O:15])=[N:8][C:4]=2[CH:3]=1.[C:31]([O:35][CH2:36][CH3:37])(=[O:34])[CH:32]=[CH2:33].F[B-](F)(F)F.C([PH+](C(C)(C)C)C(C)(C)C)(C)(C)C.C1(CNCC2CCCCC2)CCCCC1. The catalyst is C1COCC1.C1C=CC(/C=C/C(/C=C/C2C=CC=CC=2)=O)=CC=1.C1C=CC(/C=C/C(/C=C/C2C=CC=CC=2)=O)=CC=1.C1C=CC(/C=C/C(/C=C/C2C=CC=CC=2)=O)=CC=1.[Pd].[Pd]. The product is [CH2:36]([O:35][C:31](=[O:34])/[CH:32]=[CH:33]/[C:2]1[CH:30]=[CH:29][C:5]2[N:6]([CH2:21][O:22][CH2:23][CH2:24][Si:25]([CH3:26])([CH3:28])[CH3:27])[C:7]([C@@H:9]3[CH2:13][CH2:12][CH2:11][N:10]3[C:14]([O:16][C:17]([CH3:18])([CH3:20])[CH3:19])=[O:15])=[N:8][C:4]=2[CH:3]=1)[CH3:37]. The yield is 0.830. (5) The reactants are [CH2:1]([N:8]1[CH:16]([OH:17])[C:15]2[C:10](=[CH:11][CH:12]=[CH:13][CH:14]=2)[C:9]1=O)[C:2]1[CH:7]=[CH:6][CH:5]=[CH:4][CH:3]=1.S(Cl)(Cl)=O.[OH-].[NH4+:24].Cl. The catalyst is ClCCl. The product is [NH2:24][CH:9]1[C:10]2[C:15](=[CH:14][CH:13]=[CH:12][CH:11]=2)[C:16](=[O:17])[N:8]1[CH2:1][C:2]1[CH:7]=[CH:6][CH:5]=[CH:4][CH:3]=1. The yield is 0.620.